Task: Predict the reaction yield, written as a fraction of the theoretical maximum amount of product (1.0 means a 100% yield; for example, 0.34 means a 34% yield).. Dataset: Reaction yield outcomes from USPTO patents with 853,638 reactions (1) The reactants are [H-].[H-].[H-].[H-].[Li+].[Al+3].[CH2:7]([O:14][CH2:15][C:16]([NH:18][C:19]1[CH:24]=[CH:23][C:22]([F:25])=[CH:21][CH:20]=1)=O)[C:8]1[CH:13]=[CH:12][CH:11]=[CH:10][CH:9]=1.C(Cl)Cl.[OH-].[Na+]. The catalyst is C(OCC)C. The product is [CH2:7]([O:14][CH2:15][CH2:16][NH:18][C:19]1[CH:24]=[CH:23][C:22]([F:25])=[CH:21][CH:20]=1)[C:8]1[CH:9]=[CH:10][CH:11]=[CH:12][CH:13]=1. The yield is 0.840. (2) The reactants are [I:1][C:2]1[C:6]([C:7]([O:9]CC)=[O:8])=[CH:5][N:4]([CH:12]2[CH2:17][CH2:16][CH2:15][CH2:14][O:13]2)[N:3]=1.[Li+].[OH-]. The catalyst is C1COCC1.CO.O. The product is [I:1][C:2]1[C:6]([C:7]([OH:9])=[O:8])=[CH:5][N:4]([CH:12]2[CH2:17][CH2:16][CH2:15][CH2:14][O:13]2)[N:3]=1. The yield is 0.960. (3) The reactants are [CH2:1]([CH2:15][C:16]([NH:18][CH2:19][CH2:20][CH:21]([S:23][C:24](=[S:40])[CH2:25][CH2:26][CH2:27][CH2:28][CH2:29][CH2:30][CH2:31][CH2:32][CH2:33][CH2:34][CH2:35][CH2:36][CH2:37][CH2:38][CH3:39])[OH:22])=[S:17])[CH2:2][CH2:3][CH2:4][CH2:5][CH2:6][CH2:7][CH2:8][CH2:9][CH2:10][CH2:11][CH2:12][CH2:13][CH3:14].[CH:50]1(N=C=N[CH:50]2[CH2:55][CH2:54][CH2:53][CH2:52][CH2:51]2)[CH2:55][CH2:54][CH2:53][CH2:52][CH2:51]1.CN([C:59]1[CH:64]=[CH:63][CH:62]=[CH:61]N=1)C.[CH2:65]([CH2:79][C:80](O)=[S:81])[CH2:66][CH2:67][CH2:68][CH2:69][CH2:70][CH2:71][CH2:72][CH2:73][CH2:74][CH2:75][CH2:76][CH2:77]C.O1C[CH2:86][CH2:85][CH2:84]1. No catalyst specified. The product is [CH2:1]([CH2:15][C:16]([NH:18][CH2:19][CH2:20][C:21]([O:22][S:81][CH2:80][CH2:79][CH2:65][CH2:66][CH2:67][CH2:68][CH2:69][CH2:70][CH2:71][CH2:72][CH2:73][CH2:74][CH2:75][CH2:76][CH3:77])([S:23][C:24](=[S:40])[CH2:25][CH2:26][CH2:27][CH2:28][CH2:29][CH2:30][CH2:31][CH2:32][CH2:33][CH2:34][CH2:35][CH2:36][CH2:37][CH2:38][CH3:39])[CH2:59][CH2:64][CH2:63][CH2:62][CH2:61][CH2:84][CH2:85][CH2:86][CH2:51][CH2:52][CH2:53][CH2:54][CH2:55][CH3:50])=[S:17])[CH2:2][CH2:3][CH2:4][CH2:5][CH2:6][CH2:7][CH2:8][CH2:9][CH2:10][CH2:11][CH2:12][CH2:13][CH3:14]. The yield is 0.170. (4) The reactants are [C:1](Cl)(=[O:9])[O:2][C:3]1[CH:8]=[CH:7][CH:6]=[CH:5][CH:4]=1.[N+:11]([C:14]1[CH:15]=[C:16]([C:20]2[N:21]=[CH:22][NH:23][CH:24]=2)[CH:17]=[CH:18][CH:19]=1)([O-:13])=[O:12].N1C=CC=CC=1.O. The catalyst is C(Cl)Cl. The product is [N+:11]([C:14]1[CH:15]=[C:16]([C:20]2[N:21]=[CH:22][N:23]([C:1]([O:2][C:3]3[CH:8]=[CH:7][CH:6]=[CH:5][CH:4]=3)=[O:9])[CH:24]=2)[CH:17]=[CH:18][CH:19]=1)([O-:13])=[O:12]. The yield is 0.440. (5) The reactants are [C:1]([O:4][C:5]1[S:13][C:12]2[CH2:11][CH2:10][N:9]([CH:14]([C:22]([CH:24]3[CH2:26][CH2:25]3)=[O:23])[C:15]3[CH:20]=[CH:19][CH:18]=[CH:17][C:16]=3[F:21])[CH2:8][C:7]=2[CH:6]=1)(=[O:3])[CH3:2].[C:27]([OH:34])(=[O:33])/[CH:28]=[CH:29]\[C:30]([OH:32])=[O:31]. The catalyst is CC(C)=O. The product is [C:27]([OH:34])(=[O:33])/[CH:28]=[CH:29]\[C:30]([OH:32])=[O:31].[C:1]([O:4][C:5]1[S:13][C:12]2[CH2:11][CH2:10][N:9]([CH:14]([C:22]([CH:24]3[CH2:26][CH2:25]3)=[O:23])[C:15]3[CH:20]=[CH:19][CH:18]=[CH:17][C:16]=3[F:21])[CH2:8][C:7]=2[CH:6]=1)(=[O:3])[CH3:2]. The yield is 0.920. (6) The reactants are [CH3:1][CH:2]([C:4]1[N:8]([CH2:9][C:10]2[C:19]3[C:14](=[CH:15][CH:16]=[CH:17][CH:18]=3)[CH:13]=[CH:12][CH:11]=2)[C:7]2[CH:20]=[C:21]([N:27]3[CH2:32][CH2:31][O:30][CH2:29][CH2:28]3)[CH:22]=[C:23]([N+:24]([O-])=O)[C:6]=2[N:5]=1)[CH3:3].C([O-])([O-])=O.[Na+].[Na+]. The catalyst is CO. The yield is 0.810. The product is [CH3:3][CH:2]([C:4]1[N:8]([CH2:9][C:10]2[C:19]3[C:14](=[CH:15][CH:16]=[CH:17][CH:18]=3)[CH:13]=[CH:12][CH:11]=2)[C:7]2[CH:20]=[C:21]([N:27]3[CH2:28][CH2:29][O:30][CH2:31][CH2:32]3)[CH:22]=[C:23]([NH2:24])[C:6]=2[N:5]=1)[CH3:1]. (7) The product is [CH:26]1([N:25]2[C:24]3[CH:32]=[CH:33][C:34]([C:36]([OH:38])=[O:37])=[CH:35][C:23]=3[N:22]=[C:21]2[C:16]2[CH:17]=[C:18]3[C:13](=[CH:14][CH:15]=2)[N:12]=[C:11]([C:10]2[C:5]([C:86]4[CH:87]=[CH:88][C:89]([Cl:90])=[C:84]([Cl:83])[CH:85]=4)=[CH:6][CH:7]=[C:8]([O:39][CH3:40])[CH:9]=2)[CH:20]=[CH:19]3)[CH2:27][CH2:28][CH2:29][CH2:30][CH2:31]1. No catalyst specified. The yield is 0.0400. The reactants are ClC1C=C(C=CC=1F)[C:5]1[C:10]([C:11]2[CH:20]=[CH:19][C:18]3[C:13](=[CH:14][CH:15]=[C:16]([C:21]4[N:25]([CH:26]5[CH2:31][CH2:30][CH2:29][CH2:28][CH2:27]5)[C:24]5[CH:32]=[CH:33][C:34]([C:36]([OH:38])=[O:37])=[CH:35][C:23]=5[N:22]=4)[CH:17]=3)[N:12]=2)=[CH:9][C:8]([O:39][CH3:40])=[CH:7][CH:6]=1.COC(C1C=CC2N(C3CCCCC3)C(C3C=C4C(=CC=3)N=C(C3C=C(OC)C=CC=3Br)C=C4)=NC=2C=1)=O.[Cl:83][C:84]1[CH:85]=[C:86](B(O)O)[CH:87]=[CH:88][C:89]=1[Cl:90].